This data is from TCR-epitope binding with 47,182 pairs between 192 epitopes and 23,139 TCRs. The task is: Binary Classification. Given a T-cell receptor sequence (or CDR3 region) and an epitope sequence, predict whether binding occurs between them. (1) The TCR CDR3 sequence is CASRVGNTEAFF. The epitope is RPPIFIRRL. Result: 0 (the TCR does not bind to the epitope). (2) The epitope is TLDSKTQSL. The TCR CDR3 sequence is CASSQDSRDRVYSNQPQHF. Result: 1 (the TCR binds to the epitope). (3) The epitope is FVDGVPFVV. The TCR CDR3 sequence is CASSLNYGLNEKLFF. Result: 1 (the TCR binds to the epitope). (4) The epitope is LLQTGIHVRVSQPSL. The TCR CDR3 sequence is CASRPPGQSLRTQYF. Result: 1 (the TCR binds to the epitope). (5) The epitope is ELAGIGILTV. The TCR CDR3 sequence is CASSLAPLQGPSTDTQYF. Result: 1 (the TCR binds to the epitope). (6) The epitope is SEVGPEHSLAEY. The TCR CDR3 sequence is CASSQDSGSSGNTIYF. Result: 1 (the TCR binds to the epitope). (7) The epitope is QECVRGTTVL. The TCR CDR3 sequence is CASSVGQAGNQPQHF. Result: 0 (the TCR does not bind to the epitope).